This data is from Forward reaction prediction with 1.9M reactions from USPTO patents (1976-2016). The task is: Predict the product of the given reaction. Given the reactants S[C:2]1[CH:3]=[C:4]([CH2:8][C:9]([O:11][CH3:12])=[O:10])[CH:5]=[CH:6][CH:7]=1.[N+]([O-])([O-])=O.[K+].[S:18]([Cl:22])(Cl)(=[O:20])=[O:19].C(=O)(O)[O-].[Na+], predict the reaction product. The product is: [Cl:22][S:18]([C:6]1[CH:5]=[C:4]([CH2:8][C:9]([O:11][CH3:12])=[O:10])[CH:3]=[CH:2][CH:7]=1)(=[O:20])=[O:19].